From a dataset of NCI-60 drug combinations with 297,098 pairs across 59 cell lines. Regression. Given two drug SMILES strings and cell line genomic features, predict the synergy score measuring deviation from expected non-interaction effect. Drug 1: C1=CC=C(C=C1)NC(=O)CCCCCCC(=O)NO. Drug 2: CC(C)NC(=O)C1=CC=C(C=C1)CNNC.Cl. Cell line: LOX IMVI. Synergy scores: CSS=20.3, Synergy_ZIP=0.319, Synergy_Bliss=3.53, Synergy_Loewe=-3.70, Synergy_HSA=3.17.